Dataset: Forward reaction prediction with 1.9M reactions from USPTO patents (1976-2016). Task: Predict the product of the given reaction. (1) Given the reactants Br[C:2]1[CH:9]=[CH:8][C:5]([CH:6]=[O:7])=[CH:4][CH:3]=1.CN(C)C=O.[CH:15]1([C:18]#[CH:19])[CH2:17][CH2:16]1.[Cl-].[NH4+], predict the reaction product. The product is: [CH:15]1([C:18]#[C:19][C:2]2[CH:9]=[CH:8][C:5]([CH:6]=[O:7])=[CH:4][CH:3]=2)[CH2:17][CH2:16]1. (2) Given the reactants [OH-].[Na+].[CH:3]1([C:9]2[C:10]3[CH:11]=[CH:12][C:13]([C:28]([O:30]C)=[O:29])=[CH:14][C:15]=3[N:16]3[CH2:22][C:21](=[O:23])[CH2:20][C:19]4[CH:24]=[CH:25][CH:26]=[CH:27][C:18]=4[C:17]=23)[CH2:8][CH2:7][CH2:6][CH2:5][CH2:4]1.Cl, predict the reaction product. The product is: [CH:3]1([C:9]2[C:10]3[CH:11]=[CH:12][C:13]([C:28]([OH:30])=[O:29])=[CH:14][C:15]=3[N:16]3[CH2:22][C:21](=[O:23])[CH2:20][C:19]4[CH:24]=[CH:25][CH:26]=[CH:27][C:18]=4[C:17]=23)[CH2:4][CH2:5][CH2:6][CH2:7][CH2:8]1. (3) Given the reactants [C:1]([O:4][CH2:5][CH2:6][CH2:7][CH2:8][CH2:9][CH2:10][S:11]([C:14]1[CH:19]=[CH:18][C:17]([CH3:20])=[CH:16][CH:15]=1)(=[O:13])=[O:12])(=[O:3])[CH3:2].[Br:21]N1C(=O)CCC1=O.C(OOC(=O)C1C=CC=CC=1)(=O)C1C=CC=CC=1, predict the reaction product. The product is: [C:1]([O:4][CH2:5][CH2:6][CH2:7][CH2:8][CH2:9][CH2:10][S:11]([C:14]1[CH:19]=[CH:18][C:17]([CH2:20][Br:21])=[CH:16][CH:15]=1)(=[O:13])=[O:12])(=[O:3])[CH3:2]. (4) Given the reactants Br[C:2]1[CH:7]=[CH:6][C:5]([O:8][C:9]([F:12])([F:11])[F:10])=[C:4]([F:13])[CH:3]=1.[Cu][C:15]#[N:16].[Cu](C#N)C#N, predict the reaction product. The product is: [F:10][C:9]([F:12])([F:11])[O:8][C:5]1[CH:6]=[CH:7][C:2]([C:15]#[N:16])=[CH:3][C:4]=1[F:13]. (5) Given the reactants C([O:8][C:9]1[CH:10]=[CH:11][CH:12]=[C:13]2[C:18]=1[N:17]=[C:16]([NH:19][C:20]1[CH:25]=[CH:24][C:23]([O:26][CH2:27][C:28]3([CH3:32])[CH2:31][O:30][CH2:29]3)=[CH:22][C:21]=1[N+:33]([O-])=O)[CH:15]=[CH:14]2)C1C=CC=CC=1.[CH2:36](N(CC)CC)C.C(O)=O.C(O)(=O)C.C(N)=N, predict the reaction product. The product is: [CH3:32][C:28]1([CH2:27][O:26][C:23]2[CH:24]=[CH:25][C:20]3[N:19]([C:16]4[CH:15]=[CH:14][C:13]5[C:18](=[C:9]([OH:8])[CH:10]=[CH:11][CH:12]=5)[N:17]=4)[CH:36]=[N:33][C:21]=3[CH:22]=2)[CH2:31][O:30][CH2:29]1. (6) Given the reactants [CH3:1][S:2]([CH2:5][CH2:6][C:7]([OH:9])=O)(=[O:4])=[O:3].CN(C(ON1N=NC2C=CC=NC1=2)=[N+](C)C)C.F[P-](F)(F)(F)(F)F.CCN(C(C)C)C(C)C.Cl.[F:44][C:45]1[CH:53]=[C:52]2[C:48]([C:49]([C:63]3[CH:64]=[N:65][N:66]([CH:68]4[CH2:73][CH2:72][NH:71][CH2:70][CH2:69]4)[CH:67]=3)=[CH:50][N:51]2[S:54]([C:57]2[CH:62]=[CH:61][CH:60]=[CH:59][CH:58]=2)(=[O:56])=[O:55])=[CH:47][CH:46]=1, predict the reaction product. The product is: [F:44][C:45]1[CH:53]=[C:52]2[C:48]([C:49]([C:63]3[CH:64]=[N:65][N:66]([CH:68]4[CH2:73][CH2:72][N:71]([C:7](=[O:9])[CH2:6][CH2:5][S:2]([CH3:1])(=[O:4])=[O:3])[CH2:70][CH2:69]4)[CH:67]=3)=[CH:50][N:51]2[S:54]([C:57]2[CH:58]=[CH:59][CH:60]=[CH:61][CH:62]=2)(=[O:55])=[O:56])=[CH:47][CH:46]=1. (7) Given the reactants [Cl:1][C:2]1[N:7]=[C:6]([NH:8][CH3:9])[C:5]([N+:10]([O-])=O)=[CH:4][CH:3]=1, predict the reaction product. The product is: [Cl:1][C:2]1[N:7]=[C:6]([NH:8][CH3:9])[C:5]([NH2:10])=[CH:4][CH:3]=1. (8) Given the reactants [N+:1]([C:4]1[CH:5]=[CH:6][C:7]([C:10]2[CH:15]=[CH:14][N:13]=[CH:12][CH:11]=2)=[N:8][CH:9]=1)([O-])=O.NN, predict the reaction product. The product is: [NH2:1][C:4]1[CH:5]=[CH:6][C:7]([C:10]2[CH:15]=[CH:14][N:13]=[CH:12][CH:11]=2)=[N:8][CH:9]=1. (9) Given the reactants CN(C=O)C.[CH3:6][O:7][C:8]1[CH:13]=[CH:12][CH:11]=[CH:10][C:9]=1[C:14]1([CH3:22])[N:18]([CH3:19])[C:17](=[O:20])[NH:16][C:15]1=[O:21].[H-].[Na+].Br[CH2:26][C:27]([C:29]1[CH:34]=[CH:33][CH:32]=[C:31]([OH:35])[CH:30]=1)=[O:28], predict the reaction product. The product is: [OH:35][C:31]1[CH:30]=[C:29]([C:27](=[O:28])[CH2:26][N:16]2[C:15](=[O:21])[C:14]([C:9]3[CH:10]=[CH:11][CH:12]=[CH:13][C:8]=3[O:7][CH3:6])([CH3:22])[N:18]([CH3:19])[C:17]2=[O:20])[CH:34]=[CH:33][CH:32]=1.